Dataset: Forward reaction prediction with 1.9M reactions from USPTO patents (1976-2016). Task: Predict the product of the given reaction. (1) Given the reactants C([O-])([O-])=O.[K+].[K+].[I:7][C:8]1[CH:13]=[CH:12][C:11]([C:14](=[O:20])[CH2:15][CH2:16][CH2:17][CH2:18]Cl)=[CH:10][CH:9]=1.[CH3:21][CH:22]([CH3:38])[C:23]([NH:25][C:26]1[CH:31]=[CH:30][CH:29]=[C:28]([CH:32]2[CH2:37][CH2:36][NH:35][CH2:34][CH2:33]2)[CH:27]=1)=[O:24], predict the reaction product. The product is: [I:7][C:8]1[CH:13]=[CH:12][C:11]([C:14](=[O:20])[CH2:15][CH2:16][CH2:17][CH2:18][N:35]2[CH2:36][CH2:37][CH:32]([C:28]3[CH:27]=[C:26]([NH:25][C:23](=[O:24])[CH:22]([CH3:21])[CH3:38])[CH:31]=[CH:30][CH:29]=3)[CH2:33][CH2:34]2)=[CH:10][CH:9]=1. (2) Given the reactants [C:1]1([N:7]2[C:11]3[CH:12]=[CH:13][CH:14]=[CH:15][C:10]=3[N:9]=[C:8]2[C@@H:16]([NH2:18])[CH3:17])[CH:6]=[CH:5][CH:4]=[CH:3][CH:2]=1.Cl[C:20]1[C:21]2[C:28]([CH3:29])=[CH:27][NH:26][C:22]=2[N:23]=[CH:24][N:25]=1.C(N(C(C)C)C(C)C)C, predict the reaction product. The product is: [CH3:29][C:28]1[C:21]2[C:20]([NH:18][C@H:16]([C:8]3[N:7]([C:1]4[CH:2]=[CH:3][CH:4]=[CH:5][CH:6]=4)[C:11]4[CH:12]=[CH:13][CH:14]=[CH:15][C:10]=4[N:9]=3)[CH3:17])=[N:25][CH:24]=[N:23][C:22]=2[NH:26][CH:27]=1.